Dataset: Catalyst prediction with 721,799 reactions and 888 catalyst types from USPTO. Task: Predict which catalyst facilitates the given reaction. (1) Product: [OH:8][N:9]1[C:15](=[O:16])[N:14]2[CH2:17][C@H:10]1[CH2:11][CH2:12][C@H:13]2[C:18]([NH:20][N:21]([CH3:23])[CH3:22])=[O:19]. The catalyst class is: 19. Reactant: C([O:8][N:9]1[C:15](=[O:16])[N:14]2[CH2:17][C@H:10]1[CH2:11][CH2:12][C@H:13]2[C:18]([NH:20][N:21]([CH3:23])[CH3:22])=[O:19])C1C=CC=CC=1. (2) Reactant: [NH2:1][C:2]1[NH:7][C:6](=O)[N:5]([CH2:9][CH2:10][CH3:11])[C:4](=[O:12])[C:3]=1[NH:13][C:14]([C:16]1[CH:17]=[N:18][N:19]([CH2:21][C:22]2[CH:27]=[CH:26][CH:25]=[CH:24][CH:23]=2)[CH:20]=1)=O.O=P(Cl)(Cl)[Cl:30]. Product: [CH2:21]([N:19]1[CH:20]=[C:16]([C:14]2[NH:13][C:3]3[C:4](=[O:12])[N:5]([CH2:9][CH2:10][CH3:11])[C:6]([Cl:30])=[N:7][C:2]=3[N:1]=2)[CH:17]=[N:18]1)[C:22]1[CH:27]=[CH:26][CH:25]=[CH:24][CH:23]=1. The catalyst class is: 3. (3) Reactant: Cl[C:2]1[CH:7]=[CH:6][N:5]=[C:4]2[CH:8]=[C:9]([C:11]3[O:15][N:14]=[C:13]([CH3:16])[N:12]=3)[S:10][C:3]=12.[NH2:17][C:18]1[CH:23]=[CH:22][C:21]([OH:24])=[C:20]([F:25])[CH:19]=1.C(=O)([O-])[O-].[Cs+].[Cs+].CN(C=O)C. Product: [F:25][C:20]1[CH:19]=[C:18]([NH2:17])[CH:23]=[CH:22][C:21]=1[O:24][C:2]1[CH:7]=[CH:6][N:5]=[C:4]2[CH:8]=[C:9]([C:11]3[O:15][N:14]=[C:13]([CH3:16])[N:12]=3)[S:10][C:3]=12. The catalyst class is: 22. (4) Reactant: [H-].[Na+].[Cl:3][C:4]1[C:5]([CH3:26])=[C:6]([CH2:10][NH:11][C:12]2[N:13]=[C:14]([N:20]3[CH2:25][CH2:24][O:23][CH2:22][CH2:21]3)[S:15][C:16]=2[C:17]([NH2:19])=[O:18])[CH:7]=[CH:8][CH:9]=1.[C:27](N1C=CN=C1)(N1C=CN=C1)=[S:28]. Product: [Cl:3][C:4]1[C:5]([CH3:26])=[C:6]([CH2:10][N:11]2[C:12]3[N:13]=[C:14]([N:20]4[CH2:21][CH2:22][O:23][CH2:24][CH2:25]4)[S:15][C:16]=3[C:17](=[O:18])[NH:19][C:27]2=[S:28])[CH:7]=[CH:8][CH:9]=1. The catalyst class is: 7. (5) Reactant: [C:1]([O:5][C:6]([N:8]1[CH2:12][CH2:11][C@@H:10]([C@H:13]2[CH2:15][O:14]2)[CH2:9]1)=[O:7])([CH3:4])([CH3:3])[CH3:2].[CH3:16][S-:17].[Na+]. Product: [C:1]([O:5][C:6]([N:8]1[CH2:12][CH2:11][C@@H:10]([C@H:13]([OH:14])[CH2:15][S:17][CH3:16])[CH2:9]1)=[O:7])([CH3:4])([CH3:3])[CH3:2]. The catalyst class is: 3. (6) Reactant: [OH:1][N:2]1[C:6](=[O:7])[C:5]2=[CH:8][CH:9]=[CH:10][CH:11]=[C:4]2[C:3]1=[O:12].Br[CH2:14][C:15]1[N:20]=[C:19]([N:21]2[C:29](=[O:30])[C:28]3[C:23](=[CH:24][CH:25]=[CH:26][CH:27]=3)[C:22]2=[O:31])[CH:18]=[CH:17][CH:16]=1.C(=O)([O-])[O-].[Cs+].[Cs+].[I-].[K+]. Product: [O:7]=[C:6]1[C:5]2[C:4](=[CH:11][CH:10]=[CH:9][CH:8]=2)[C:3](=[O:12])[N:2]1[O:1][CH2:14][C:15]1[N:20]=[C:19]([N:21]2[C:22](=[O:31])[C:23]3[C:28](=[CH:27][CH:26]=[CH:25][CH:24]=3)[C:29]2=[O:30])[CH:18]=[CH:17][CH:16]=1. The catalyst class is: 47. (7) Reactant: [I:1][C:2]1[N:11]=[CH:10][C:9]2[CH2:8][CH2:7][C:6]3[C:12]([C:16]([O:18]CC)=O)=[N:13][N:14]([CH3:15])[C:5]=3[C:4]=2[N:3]=1.[OH-].[K+].C(N(C(C)C)C(C)C)C.F[B-](F)(F)F.N1(OC(N(C)C)=[N+](C)C)C2C=CC=CC=2N=N1.[CH2:54]([C:56]1[CH:62]=[CH:61][CH:60]=[C:59]([CH2:63][CH3:64])[C:57]=1[NH2:58])[CH3:55]. Product: [CH2:54]([C:56]1[CH:62]=[CH:61][CH:60]=[C:59]([CH2:63][CH3:64])[C:57]=1[NH:58][C:16]([C:12]1[C:6]2[CH2:7][CH2:8][C:9]3[CH:10]=[N:11][C:2]([I:1])=[N:3][C:4]=3[C:5]=2[N:14]([CH3:15])[N:13]=1)=[O:18])[CH3:55]. The catalyst class is: 8. (8) Reactant: [ClH:1].[O:2]=[C:3]([NH:43][C:44]1[CH:49]=[CH:48][C:47]([C:50]2[N:51]=[N:52][NH:53][N:54]=2)=[CH:46][CH:45]=1)[C@@H:4]([NH:25][C:26]([C@H:28]1[CH2:33][CH2:32][C@H:31]([CH2:34][NH:35]C(=O)OC(C)(C)C)[CH2:30][CH2:29]1)=[O:27])[CH2:5][C:6]1[CH:11]=[CH:10][C:9]([C:12]2[CH:17]=[CH:16][C:15]([N:18]3[CH2:23][CH2:22][O:21][CH2:20][C:19]3=[O:24])=[CH:14][CH:13]=2)=[CH:8][CH:7]=1. Product: [ClH:1].[NH2:35][CH2:34][C@H:31]1[CH2:32][CH2:33][C@H:28]([C:26]([NH:25][C@@H:4]([CH2:5][C:6]2[CH:11]=[CH:10][C:9]([C:12]3[CH:13]=[CH:14][C:15]([N:18]4[CH2:23][CH2:22][O:21][CH2:20][C:19]4=[O:24])=[CH:16][CH:17]=3)=[CH:8][CH:7]=2)[C:3](=[O:2])[NH:43][C:44]2[CH:45]=[CH:46][C:47]([C:50]3[N:51]=[N:52][NH:53][N:54]=3)=[CH:48][CH:49]=2)=[O:27])[CH2:29][CH2:30]1. The catalyst class is: 12.